From a dataset of Reaction yield outcomes from USPTO patents with 853,638 reactions. Predict the reaction yield, written as a fraction of the theoretical maximum amount of product (1.0 means a 100% yield; for example, 0.34 means a 34% yield). (1) The reactants are [CH:1]1([CH2:4][O:5][C:6]2[CH:14]=[CH:13][C:9]([C:10]([OH:12])=[O:11])=[CH:8][C:7]=2[O:15][S:16]([CH3:19])(=[O:18])=[O:17])[CH2:3][CH2:2]1.O[CH2:21][C:22]([O:24][CH2:25][C:26]1[CH:31]=[CH:30][CH:29]=[CH:28][CH:27]=1)=[O:23].C(Cl)CCl. The catalyst is CN(C1C=CN=CC=1)C.C(Cl)Cl. The product is [CH:1]1([CH2:4][O:5][C:6]2[CH:14]=[CH:13][C:9]([C:10]([O:12][CH2:21][C:22]([O:24][CH2:25][C:26]3[CH:31]=[CH:30][CH:29]=[CH:28][CH:27]=3)=[O:23])=[O:11])=[CH:8][C:7]=2[O:15][S:16]([CH3:19])(=[O:18])=[O:17])[CH2:3][CH2:2]1. The yield is 0.523. (2) The reactants are [CH3:1][O:2][C:3](=[O:20])[NH:4][C:5]1[CH:10]=[C:9]([C:11]([C:13]2[CH:14]=[N:15][CH:16]=[CH:17][CH:18]=2)=[O:12])[CH:8]=[C:7](Br)[CH:6]=1.CC1(C)C(C)(C)OB([C:29]2[CH:37]=[CH:36][CH:35]=[C:34]3[C:30]=2[CH:31]=[CH:32][N:33]3[Si:38]([CH:45]([CH3:47])[CH3:46])([CH:42]([CH3:44])[CH3:43])[CH:39]([CH3:41])[CH3:40])O1.[O-]P([O-])([O-])=O.[K+].[K+].[K+]. The catalyst is O1CCOCC1.Cl[Pd-](P(C1CC2CC1CC2)C1CC2CC1CC2)C1C=CC=CC=1C1C=CC=CC=1N(C)C. The product is [CH3:1][O:2][C:3](=[O:20])[NH:4][C:5]1[CH:6]=[C:7]([C:29]2[CH:37]=[CH:36][CH:35]=[C:34]3[C:30]=2[CH:31]=[CH:32][N:33]3[Si:38]([CH:42]([CH3:44])[CH3:43])([CH:45]([CH3:47])[CH3:46])[CH:39]([CH3:40])[CH3:41])[CH:8]=[C:9]([C:11]([C:13]2[CH:14]=[N:15][CH:16]=[CH:17][CH:18]=2)=[O:12])[CH:10]=1. The yield is 0.700. (3) The reactants are [F:1][C:2]([F:15])([F:14])[C:3]1[CH:12]=[C:11]2[C:6]([C:7]([SH:13])=[CH:8][CH:9]=[N:10]2)=[CH:5][CH:4]=1.[Br:16][CH2:17][CH2:18][CH2:19][CH2:20][CH2:21]Br.C(Cl)(Cl)Cl.C([O-])([O-])=O.[K+].[K+]. The catalyst is CCCC[N+](CCCC)(CCCC)CCCC.[Br-].O. The product is [Br:16][CH2:17][CH2:18][CH2:19][CH2:20][CH2:21][S:13][C:7]1[C:6]2[C:11](=[CH:12][C:3]([C:2]([F:1])([F:14])[F:15])=[CH:4][CH:5]=2)[N:10]=[CH:9][CH:8]=1. The yield is 0.720. (4) The reactants are C(O)(=O)C.C(O)(=O)C.[I:9][C:10]1[CH:15]=[CH:14][CH:13]=[CH:12][CH:11]=1.[OH:16][S:17]([C:20]([F:23])([F:22])[F:21])(=[O:19])=[O:18].[CH3:24][Si:25]([CH3:37])([CH3:36])[C:26]1[CH:31]=[CH:30][CH:29]=[CH:28][C:27]=1[Si](C)(C)C. The catalyst is C(Cl)Cl. The product is [O-:19][S:17]([C:20]([F:23])([F:22])[F:21])(=[O:18])=[O:16].[C:10]1([I+:9][C:27]2[CH:28]=[CH:29][CH:30]=[CH:31][C:26]=2[Si:25]([CH3:37])([CH3:36])[CH3:24])[CH:15]=[CH:14][CH:13]=[CH:12][CH:11]=1. The yield is 0.651. (5) The reactants are N(=[C:3]1/[CH2:4][CH2:5][C@H:6]2[C@@H:19]3[C@@H:10]([C@:11]4([CH3:21])[C:16](=[CH:17][CH2:18]3)[NH:15][C:14](=[O:20])[CH2:13][CH2:12]4)[CH2:9][CH2:8][C@:7]/12[CH3:22])/N.[I:23]I. The catalyst is C1C=CC=CC=1.C(Cl)(Cl)Cl. The product is [I:23][C:3]1[C@@:7]2([CH3:22])[CH2:8][CH2:9][C@H:10]3[C@H:19]([C@@H:6]2[CH2:5][CH:4]=1)[CH2:18][CH:17]=[C:16]1[C@:11]3([CH3:21])[CH2:12][CH2:13][C:14](=[O:20])[NH:15]1. The yield is 0.910.